This data is from Reaction yield outcomes from USPTO patents with 853,638 reactions. The task is: Predict the reaction yield, written as a fraction of the theoretical maximum amount of product (1.0 means a 100% yield; for example, 0.34 means a 34% yield). (1) The reactants are [CH2:1]([O:8][C:9]1[CH:17]=[C:16]2[C:12]([C:13]([CH:18]3[CH2:22][CH2:21][CH2:20][CH2:19]3)=[N:14][NH:15]2)=[CH:11][CH:10]=1)[C:2]1[CH:7]=[CH:6][CH:5]=[CH:4][CH:3]=1.[OH-].[Na+].Cl[CH2:26][CH2:27][N:28]1[CH2:33][CH2:32][CH2:31][CH2:30][CH2:29]1.C1(C)C=CC=CC=1.O1CCOCC1. The catalyst is CCO. The product is [CH2:1]([O:8][C:9]1[CH:17]=[C:16]2[C:12]([C:13]([CH:18]3[CH2:19][CH2:20][CH2:21][CH2:22]3)=[N:14][N:15]2[CH2:26][CH2:27][N:28]2[CH2:33][CH2:32][CH2:31][CH2:30][CH2:29]2)=[CH:11][CH:10]=1)[C:2]1[CH:3]=[CH:4][CH:5]=[CH:6][CH:7]=1. The yield is 0.0800. (2) The reactants are [OH-].[Na+:2].[N:3]([C:16]1[CH:17]=[C:18]([C:23]([OH:26])=[CH:24][CH:25]=1)[C:19]([O:21]C)=[O:20])=[N:4][C:5]1[CH:6]=[C:7]([C:12]([OH:15])=[CH:13][CH:14]=1)[C:8]([O:10]C)=[O:9]. No catalyst specified. The product is [Na+:2].[Na+:2].[N:3]([C:16]1[CH:17]=[C:18]([C:23]([OH:26])=[CH:24][CH:25]=1)[C:19]([O-:21])=[O:20])=[N:4][C:5]1[CH:6]=[C:7]([C:12]([OH:15])=[CH:13][CH:14]=1)[C:8]([O-:10])=[O:9]. The yield is 0.650. (3) The reactants are [N:1]1[CH:6]=[CH:5][CH:4]=[CH:3][C:2]=1[C:7]1[O:11][CH:10]=[N:9][CH:8]=1.[CH2:12]([C:19]1[CH:24]=[CH:23][C:22]([CH2:25][CH2:26][C:27](O)=[O:28])=[CH:21][CH:20]=1)[C:13]1[CH:18]=[CH:17][CH:16]=[CH:15][CH:14]=1. No catalyst specified. The product is [O:28]=[C:27]([C:10]1[O:11][C:7]([C:2]2[CH:3]=[CH:4][CH:5]=[CH:6][N:1]=2)=[CH:8][N:9]=1)[CH2:26][CH2:25][C:22]1[CH:23]=[CH:24][C:19]([CH2:12][C:13]2[CH:18]=[CH:17][CH:16]=[CH:15][CH:14]=2)=[CH:20][CH:21]=1. The yield is 0.590. (4) The reactants are [CH:1]([N:4]1[C:8]([C:9]2[N:18]=[C:17]3[N:11]([CH2:12][CH2:13][O:14][C:15]4[CH:22]=[C:21](O)[N:20]=[CH:19][C:16]=43)[CH:10]=2)=[N:7][CH:6]=[N:5]1)([CH3:3])[CH3:2].C(OC([N:31]1[CH2:35][C@H:34]([C:36]#[N:37])[CH2:33][C@H:32]1[C:38](=[O:40])[NH2:39])=O)(C)(C)C.CO. The catalyst is C(Cl)Cl. The product is [C:36]([C@H:34]1[CH2:35][N:31]([C:21]2[N:20]=[CH:19][C:16]3[C:17]4[N:11]([CH:10]=[C:9]([C:8]5[N:4]([CH:1]([CH3:2])[CH3:3])[N:5]=[CH:6][N:7]=5)[N:18]=4)[CH2:12][CH2:13][O:14][C:15]=3[CH:22]=2)[C@H:32]([C:38]([NH2:39])=[O:40])[CH2:33]1)#[N:37]. The yield is 0.720. (5) The reactants are Cl[Si](C)(C)C.[CH3:6][CH:7]1[C:11](=[O:12])[CH2:10][CH2:9][O:8]1.Br[CH2:14][C:15](=[CH2:21])[C:16](OCC)=[O:17].[Cl-].[NH4+]. The catalyst is O1CCCC1.[Zn].C(OCC)(=O)C. The product is [CH3:6][CH:7]1[O:8][CH2:9][CH2:10][C:11]21[O:12][C:16](=[O:17])[C:15](=[CH2:14])[CH2:21]2. The yield is 0.670. (6) The reactants are [O:1]1[C:5]2[CH:6]=[CH:7][C:8]([C:10](=[O:12])C)=[CH:9][C:4]=2[CH2:3][CH2:2]1.Cl[O-].[Na+].S(=O)(O)[O-:17].[Na+].Cl. No catalyst specified. The product is [O:1]1[C:5]2[CH:6]=[CH:7][C:8]([C:10]([OH:12])=[O:17])=[CH:9][C:4]=2[CH2:3][CH2:2]1. The yield is 0.970. (7) The reactants are [NH2:1][C:2]1[C:10]2[C:5](=[CH:6][CH:7]=[C:8]([NH2:11])[CH:9]=2)[N:4]([C:12]([O:14][C:15]([CH3:18])([CH3:17])[CH3:16])=[O:13])[N:3]=1.[N:19]([CH2:22][CH2:23][C:24]1[CH:29]=[CH:28][CH:27]=[C:26]([O:30][CH3:31])[CH:25]=1)=[C:20]=[O:21]. The catalyst is ClCCl. The product is [C:15]([O:14][C:12]([N:4]1[C:5]2[C:10](=[CH:9][C:8]([NH:11][C:20]([NH:19][CH2:22][CH2:23][C:24]3[CH:29]=[CH:28][CH:27]=[C:26]([O:30][CH3:31])[CH:25]=3)=[O:21])=[CH:7][CH:6]=2)[C:2]([NH2:1])=[N:3]1)=[O:13])([CH3:18])([CH3:17])[CH3:16]. The yield is 0.530. (8) The reactants are O.[Na].[CH:3]1[C:16]2[C:7](=[CH:8][C:9]3[C:14]([C:15]=2[CH2:17][OH:18])=[CH:13][CH:12]=[CH:11][CH:10]=3)[CH:6]=[CH:5][CH:4]=1.[CH2:19]([N:21]([CH2:25][CH3:26])[C:22](Cl)=[O:23])[CH3:20].CCCCCC. The catalyst is O1CCCC1. The product is [CH2:19]([N:21]([CH2:25][CH3:26])[C:22](=[O:23])[O:18][CH2:17][C:15]1[C:14]2[C:9]([CH:8]=[C:7]3[C:16]=1[CH:3]=[CH:4][CH:5]=[CH:6]3)=[CH:10][CH:11]=[CH:12][CH:13]=2)[CH3:20]. The yield is 0.610. (9) The yield is 0.565. The product is [NH2:1][C:2]1[C:11]([C:12]([NH:25][C:26]2[CH:27]=[N:28][CH:29]=[C:30]([F:47])[C:31]=2[N:32]2[CH2:33][CH2:34][CH:35]([C:38]([N:40]3[CH2:41][CH2:42][N:43]([CH3:46])[CH2:44][CH2:45]3)=[O:39])[CH2:36][CH2:37]2)=[O:14])=[C:5]2[N:6]=[CH:7][C:8]([F:10])=[CH:9][N:4]2[N:3]=1. The reactants are [NH2:1][C:2]1[C:11]([C:12]([O:14]N2C3C=CC=CC=3N=N2)=O)=[C:5]2[N:6]=[CH:7][C:8]([F:10])=[CH:9][N:4]2[N:3]=1.Br.[NH2:25][C:26]1[CH:27]=[N:28][CH:29]=[C:30]([F:47])[C:31]=1[N:32]1[CH2:37][CH2:36][CH:35]([C:38]([N:40]2[CH2:45][CH2:44][N:43]([CH3:46])[CH2:42][CH2:41]2)=[O:39])[CH2:34][CH2:33]1.CCN(C(C)C)C(C)C. The catalyst is N1C=CC=CC=1. (10) The reactants are N1C2C(=[CH:5][CH:6]=[C:7]([C:10]([OH:12])=[O:11])[CH:8]=2)C=C1.Cl.CN(C)[CH2:16][CH2:17][CH2:18][N:19]=[C:20]=NCC.[CH3:25]O. The catalyst is ClCCl. The product is [CH3:25][O:12][C:10]([C:7]1[C:6]2[CH:5]=[CH:20][NH:19][C:18]=2[CH:17]=[CH:16][CH:8]=1)=[O:11]. The yield is 0.790.